From a dataset of Reaction yield outcomes from USPTO patents with 853,638 reactions. Predict the reaction yield, written as a fraction of the theoretical maximum amount of product (1.0 means a 100% yield; for example, 0.34 means a 34% yield). (1) The reactants are C1(C)C=CC(S(O[CH2:11][CH2:12][CH2:13][CH2:14][CH2:15][CH:16]=[CH:17][CH2:18][CH:19]=[CH:20][CH2:21][CH:22]=[CH:23][CH2:24][CH:25]=[CH:26][CH2:27][CH2:28][CH2:29][C:30]([O:32][CH3:33])=[O:31])(=O)=O)=CC=1.[F-:35].C([N+](CCCC)(CCCC)CCCC)CCC. The catalyst is C1COCC1.C(Cl)Cl. The yield is 0.950. The product is [F:35][CH2:11][CH2:12][CH2:13][CH2:14][CH2:15]/[CH:16]=[CH:17]\[CH2:18]/[CH:19]=[CH:20]\[CH2:21]/[CH:22]=[CH:23]\[CH2:24]/[CH:25]=[CH:26]\[CH2:27][CH2:28][CH2:29][C:30]([O:32][CH3:33])=[O:31]. (2) The reactants are C[Si](C)(C)[N-][Si](C)(C)C.[Li+].[C:11]([O:14][CH2:15][CH3:16])(=[O:13])[CH3:12].[F:17][C:18]([F:25])([CH3:24])[C:19](OCC)=[O:20].[Cl-].[NH4+].Cl. The catalyst is C1COCC1. The product is [F:17][C:18]([F:25])([CH3:24])[C:19](=[O:20])[CH2:12][C:11]([O:14][CH2:15][CH3:16])=[O:13]. The yield is 0.770.